Dataset: Ames mutagenicity test results for genotoxicity prediction. Task: Regression/Classification. Given a drug SMILES string, predict its toxicity properties. Task type varies by dataset: regression for continuous values (e.g., LD50, hERG inhibition percentage) or binary classification for toxic/non-toxic outcomes (e.g., AMES mutagenicity, cardiotoxicity, hepatotoxicity). Dataset: ames. (1) The molecule is C=C1C(=O)OC2CC3(C)C(CCC(C)=O)C3CC12. The result is 0 (non-mutagenic). (2) The compound is O=P1(Oc2ccccc2)OCc2ccccc2O1. The result is 1 (mutagenic). (3) The molecule is CCN(CC)c1ccc(N=Nc2ccc([N+](=O)[O-])cc2)cc1. The result is 1 (mutagenic).